Dataset: Reaction yield outcomes from USPTO patents with 853,638 reactions. Task: Predict the reaction yield, written as a fraction of the theoretical maximum amount of product (1.0 means a 100% yield; for example, 0.34 means a 34% yield). (1) The reactants are Cl[C:2]1[CH:7]=[C:6]([O:8][CH2:9][C:10]2[C:15]([F:16])=[CH:14][C:13]([F:17])=[CH:12][N:11]=2)[CH:5]=[CH:4][N:3]=1.C([O-])(=[O:20])C.[NH4+]. The catalyst is C(O)=O. The product is [F:16][C:15]1[C:10]([CH2:9][O:8][C:6]2[CH:5]=[CH:4][NH:3][C:2](=[O:20])[CH:7]=2)=[N:11][CH:12]=[C:13]([F:17])[CH:14]=1. The yield is 0.630. (2) The reactants are [CH:1]([C:3]1[O:4][C:5]2[CH:11]=[CH:10][C:9]([N+:12]([O-:14])=[O:13])=[CH:8][C:6]=2[CH:7]=1)=O.[C:15]([CH:20]=P(C1C=CC=CC=1)(C1C=CC=CC=1)C1C=CC=CC=1)([O:17][CH2:18][CH3:19])=[O:16].O. The catalyst is O1CCCC1. The product is [N+:12]([C:9]1[CH:10]=[CH:11][C:5]2[O:4][C:3](/[CH:1]=[CH:20]/[C:15]([O:17][CH2:18][CH3:19])=[O:16])=[CH:7][C:6]=2[CH:8]=1)([O-:14])=[O:13]. The yield is 0.946. (3) The reactants are Cl[C:2]1[CH:11]=[N:10][C:9]2[C:4](=[C:5]3[CH:19]=[CH:18][CH:17]=[CH:16][C:6]3=[C:7]3[CH:15]=[CH:14][CH:13]=[CH:12][C:8]3=2)[N:3]=1.[CH:20]1[C:28]2[C:27]3[CH:29]=[CH:30][CH:31]=[CH:32][C:26]=3[S:25][C:24]=2[C:23]([C:33]2[CH:34]=[C:35](B(O)O)[CH:36]=[C:37]([C:39]3[C:44]4[S:45][C:46]5[CH:51]=[CH:50][CH:49]=[CH:48][C:47]=5[C:43]=4[CH:42]=[CH:41][CH:40]=3)[CH:38]=2)=[CH:22][CH:21]=1.C(=O)([O-])[O-].[K+].[K+].C1(C)C=CC=CC=1. The catalyst is C1C=CC([P]([Pd]([P](C2C=CC=CC=2)(C2C=CC=CC=2)C2C=CC=CC=2)([P](C2C=CC=CC=2)(C2C=CC=CC=2)C2C=CC=CC=2)[P](C2C=CC=CC=2)(C2C=CC=CC=2)C2C=CC=CC=2)(C2C=CC=CC=2)C2C=CC=CC=2)=CC=1.C(O)C.O. The product is [CH:20]1[C:28]2[C:27]3[CH:29]=[CH:30][CH:31]=[CH:32][C:26]=3[S:25][C:24]=2[C:23]([C:33]2[CH:34]=[C:35]([C:2]3[CH:11]=[N:10][C:9]4[C:4](=[C:5]5[CH:19]=[CH:18][CH:17]=[CH:16][C:6]5=[C:7]5[CH:15]=[CH:14][CH:13]=[CH:12][C:8]5=4)[N:3]=3)[CH:36]=[C:37]([C:39]3[C:44]4[S:45][C:46]5[CH:51]=[CH:50][CH:49]=[CH:48][C:47]=5[C:43]=4[CH:42]=[CH:41][CH:40]=3)[CH:38]=2)=[CH:22][CH:21]=1. The yield is 0.460.